Dataset: Full USPTO retrosynthesis dataset with 1.9M reactions from patents (1976-2016). Task: Predict the reactants needed to synthesize the given product. (1) Given the product [C:13]([S:15][C@@H:2]([CH2:6][C:7]1[CH:12]=[CH:11][CH:10]=[CH:9][CH:8]=1)[C:3]([OH:5])=[O:4])(=[O:16])[CH3:14], predict the reactants needed to synthesize it. The reactants are: Cl[C@H:2]([CH2:6][C:7]1[CH:12]=[CH:11][CH:10]=[CH:9][CH:8]=1)[C:3]([OH:5])=[O:4].[C:13]([O-:16])(=[S:15])[CH3:14].[K+].S([O-])([O-])(=O)=S.[Na+].[Na+].Cl. (2) The reactants are: Cl[C:2]1[N:11]=[CH:10][C:9]2[N:8]([CH3:12])[C:7](=[O:13])[C@@H:6]([CH:14]3[CH2:16][CH2:15]3)[N:5]([CH:17]3[CH2:21][CH2:20][CH2:19][CH2:18]3)[C:4]=2[N:3]=1.[NH2:22][C:23]1[CH:32]=[CH:31][C:26]([C:27]([O:29][CH3:30])=[O:28])=[CH:25][C:24]=1[O:33][CH3:34].C1(C)C=CC(S(O)(=O)=O)=CC=1. Given the product [CH:17]1([N:5]2[C:4]3[N:3]=[C:2]([NH:22][C:23]4[CH:32]=[CH:31][C:26]([C:27]([O:29][CH3:30])=[O:28])=[CH:25][C:24]=4[O:33][CH3:34])[N:11]=[CH:10][C:9]=3[N:8]([CH3:12])[C:7](=[O:13])[C@H:6]2[CH:14]2[CH2:16][CH2:15]2)[CH2:21][CH2:20][CH2:19][CH2:18]1, predict the reactants needed to synthesize it.